This data is from Peptide-MHC class II binding affinity with 134,281 pairs from IEDB. The task is: Regression. Given a peptide amino acid sequence and an MHC pseudo amino acid sequence, predict their binding affinity value. This is MHC class II binding data. (1) The peptide sequence is NLRLKGVTCRLFRQQ. The MHC is H-2-IAb with pseudo-sequence H-2-IAb. The binding affinity (normalized) is 0.0570. (2) The peptide sequence is AFKVAATRANAAPAN. The MHC is DRB1_1001 with pseudo-sequence DRB1_1001. The binding affinity (normalized) is 0.712.